Dataset: Reaction yield outcomes from USPTO patents with 853,638 reactions. Task: Predict the reaction yield, written as a fraction of the theoretical maximum amount of product (1.0 means a 100% yield; for example, 0.34 means a 34% yield). (1) The reactants are F[P-](F)(F)(F)(F)F.N1(O[P+](N(C)C)(N(C)C)N(C)C)C2C=CC=CC=2N=N1.[CH3:28][C:29]1[CH:38]=[C:37]2[C:32]([C:33]([N:46]3[CH2:51][CH2:50][NH:49][CH2:48][CH2:47]3)=[N:34][C:35]([C:39]3[CH:44]=[CH:43][CH:42]=[CH:41][C:40]=3[OH:45])=[N:36]2)=[CH:31][CH:30]=1.[OH:52][C@H:53]([CH2:57][CH:58]([CH3:60])[CH3:59])[C:54](O)=[O:55].C(N(CC)CC)C. The catalyst is CN(C=O)C. The product is [OH:52][C@H:53]([CH2:57][CH:58]([CH3:60])[CH3:59])[C:54]([N:49]1[CH2:50][CH2:51][N:46]([C:33]2[C:32]3[C:37](=[CH:38][C:29]([CH3:28])=[CH:30][CH:31]=3)[N:36]=[C:35]([C:39]3[CH:44]=[CH:43][CH:42]=[CH:41][C:40]=3[OH:45])[N:34]=2)[CH2:47][CH2:48]1)=[O:55]. The yield is 0.600. (2) The reactants are [CH3:1][O:2][C:3](=[O:23])[C:4]1[CH:9]=[C:8]([CH:10]2[CH2:14][CH2:13][CH2:12][O:11]2)[C:7]([C:15]([F:18])([F:17])[F:16])=[CH:6][C:5]=1[NH:19]C(=O)C.OS(O)(=O)=O. The catalyst is CO.O. The product is [CH3:1][O:2][C:3](=[O:23])[C:4]1[CH:9]=[C:8]([CH:10]2[CH2:14][CH2:13][CH2:12][O:11]2)[C:7]([C:15]([F:17])([F:18])[F:16])=[CH:6][C:5]=1[NH2:19]. The yield is 0.680. (3) The reactants are C(C1C2OC(C)(C)CC=2C(C)=C(NC(=O)CC(C)(C)C)C=1C)=O.CC1C=CC=CC=1[Mg]Br.O[CH:34]([C:56]1[CH:61]=[CH:60][CH:59]=[CH:58][C:57]=1[CH3:62])[C:35]1[C:43]2[O:42][C:41]([CH3:45])([CH3:44])[CH2:40][C:39]=2[C:38]([CH3:46])=[C:37]([NH:47][C:48](=[O:54])[CH2:49][C:50]([CH3:53])([CH3:52])[CH3:51])[C:36]=1[CH3:55]. The catalyst is C(OCC)(=O)C.CCCCCC. The product is [CH3:51][C:50]([CH3:53])([CH3:52])[CH2:49][C:48]([NH:47][C:37]1[C:36]([CH3:55])=[C:35]([CH2:34][C:56]2[CH:61]=[CH:60][CH:59]=[CH:58][C:57]=2[CH3:62])[C:43]2[O:42][C:41]([CH3:44])([CH3:45])[CH2:40][C:39]=2[C:38]=1[CH3:46])=[O:54]. The yield is 0.240. (4) The reactants are [OH:1][C:2]1([CH3:9])[CH2:7][CH2:6][C:5](=[O:8])[CH2:4][CH2:3]1.[BH4-].[Na+]. The catalyst is CO. The product is [CH3:9][C:2]1([OH:1])[CH2:7][CH2:6][CH:5]([OH:8])[CH2:4][CH2:3]1. The yield is 0.870. (5) The reactants are [CH2:1]([C@H:3]1[C@@H:7]([CH2:8][OH:9])[CH2:6][C@H:5]([CH2:10][C:11]([O:13][CH2:14][CH3:15])=[O:12])[CH2:4]1)[CH3:2].I([O-])(=O)(=O)=[O:17].[Na+]. The catalyst is CC#N.O.CCOC(C)=O.O.[Ru](Cl)(Cl)Cl. The product is [CH2:14]([O:13][C:11](=[O:12])[CH2:10][C@H:5]1[CH2:6][C@H:7]([C:8]([OH:17])=[O:9])[C@H:3]([CH2:1][CH3:2])[CH2:4]1)[CH3:15]. The yield is 1.01. (6) The reactants are [CH3:1][O:2][C:3]1[CH:8]=[C:7]([N+:9]([O-:11])=[O:10])[CH:6]=[CH:5][C:4]=1[OH:12].[CH3:13][Si:14]([CH2:17][CH2:18][O:19][CH2:20]Cl)([CH3:16])[CH3:15].CCN(C(C)C)C(C)C.O. The catalyst is C(Cl)Cl. The product is [CH3:1][O:2][C:3]1[CH:8]=[C:7]([N+:9]([O-:11])=[O:10])[CH:6]=[CH:5][C:4]=1[O:12][CH2:20][O:19][CH2:18][CH2:17][Si:14]([CH3:16])([CH3:15])[CH3:13]. The yield is 0.960. (7) The reactants are [C:1]([C:5]1[CH:6]=[C:7]([N+:19]([O-:21])=[O:20])[C:8]([O:17][CH3:18])=[C:9]([CH:11](O)[C:12]([F:15])([F:14])[F:13])[CH:10]=1)([CH3:4])([CH3:3])[CH3:2].S(=O)(=O)(O)O.C(=O)([O-])O.[Na+].C([N:34](CC)CC)C.[C:39]([O:43][C:44]([O:46]C(OC(C)(C)C)=O)=O)([CH3:42])([CH3:41])[CH3:40]. The catalyst is C(#N)C.C1COCC1.CN(C)C1C=CN=CC=1.CO. The product is [C:1]([C:5]1[CH:6]=[C:7]([N+:19]([O-:21])=[O:20])[C:8]([O:17][CH3:18])=[C:9]([CH:11]([NH:34][C:44](=[O:46])[O:43][C:39]([CH3:42])([CH3:41])[CH3:40])[C:12]([F:15])([F:14])[F:13])[CH:10]=1)([CH3:4])([CH3:3])[CH3:2]. The yield is 0.970. (8) The reactants are [NH:1]([C:8]1[N:9]([C:22]2[CH:27]=[CH:26][CH:25]=[CH:24][CH:23]=2)[C:10]2[C:15]([C:16](=[O:18])[CH:17]=1)=[CH:14][C:13]([F:19])=[C:12]([CH2:20][OH:21])[N:11]=2)[C:2]1[CH:7]=[CH:6][CH:5]=[CH:4][CH:3]=1. The yield is 0.150. The product is [NH:1]([C:8]1[N:9]([C:22]2[CH:23]=[CH:24][CH:25]=[CH:26][CH:27]=2)[C:10]2[N:11]=[C:12]([CH:20]=[O:21])[C:13]([F:19])=[CH:14][C:15]=2[C:16](=[O:18])[CH:17]=1)[C:2]1[CH:7]=[CH:6][CH:5]=[CH:4][CH:3]=1. The catalyst is C(Cl)(Cl)Cl.O=[Mn]=O. (9) The reactants are O.NN.[CH2:4]([O:7][C@H:8]1[CH2:13][CH2:12][C@H:11]([N:14]2C(=O)C3C(=CC=CC=3)C2=O)[CH2:10][CH2:9]1)[CH2:5][CH3:6]. The catalyst is CCO. The product is [CH2:4]([O:7][C@H:8]1[CH2:13][CH2:12][C@H:11]([NH2:14])[CH2:10][CH2:9]1)[CH2:5][CH3:6]. The yield is 0.720.